From a dataset of Reaction yield outcomes from USPTO patents with 853,638 reactions. Predict the reaction yield, written as a fraction of the theoretical maximum amount of product (1.0 means a 100% yield; for example, 0.34 means a 34% yield). (1) The yield is 0.990. The catalyst is N1C=CC=CC=1.O. The product is [F:1][C:2]1[CH:9]=[CH:8][C:7]([F:10])=[CH:6][C:3]=1[C:4](=[S:12])[NH2:5]. The reactants are [F:1][C:2]1[CH:9]=[CH:8][C:7]([F:10])=[CH:6][C:3]=1[C:4]#[N:5].[NH4+]=[S:12].C(N(CC)CC)C. (2) The reactants are [C:1]([C:3]1([NH:13][C:14](=[O:23])[O:15][CH2:16][C:17]2[CH:22]=[CH:21][CH:20]=[CH:19][CH:18]=2)[CH2:12][CH2:11][C:6]2([O:10][CH2:9][CH2:8][O:7]2)[CH2:5][CH2:4]1)#[N:2].[NH2:24][OH:25].[C:26]([C:33]([O:35][CH2:36][CH3:37])=[O:34])#[C:27][C:28]([O:30][CH2:31][CH3:32])=[O:29]. The catalyst is CCO. The product is [CH2:16]([O:15][C:14]([NH:13][C:3]1([C:1]2[NH:24][O:25][C:27]([CH2:26][C:33]([O:35][CH2:36][CH3:37])=[O:34])([C:28]([O:30][CH2:31][CH3:32])=[O:29])[N:2]=2)[CH2:12][CH2:11][C:6]2([O:10][CH2:9][CH2:8][O:7]2)[CH2:5][CH2:4]1)=[O:23])[C:17]1[CH:22]=[CH:21][CH:20]=[CH:19][CH:18]=1. The yield is 0.820. (3) The reactants are [F:1][C:2]1[CH:7]=[C:6]([S:8]([CH3:11])(=[O:10])=[O:9])[C:5]([F:12])=[CH:4][C:3]=1[NH:13][C@H:14]1[CH2:20][CH2:19][CH2:18][CH2:17][N:16]([CH:21]2[CH2:26][CH2:25][N:24]([C:27]#[N:28])[CH2:23][CH2:22]2)[C:15]1=[O:29].[NH2:30][OH:31]. The catalyst is CCO. The product is [F:1][C:2]1[CH:7]=[C:6]([S:8]([CH3:11])(=[O:10])=[O:9])[C:5]([F:12])=[CH:4][C:3]=1[NH:13][C@H:14]1[CH2:20][CH2:19][CH2:18][CH2:17][N:16]([CH:21]2[CH2:26][CH2:25][N:24]([C:27](=[N:30][OH:31])[NH2:28])[CH2:23][CH2:22]2)[C:15]1=[O:29]. The yield is 0.830. (4) The reactants are [C:1]([C:5]1[CH:10]=[CH:9][C:8]([C:11]2[S:12][CH:13]=[C:14]([C:17]([CH3:19])=O)[C:15]=2[OH:16])=[CH:7][CH:6]=1)([CH3:4])([CH3:3])[CH3:2].[NH:20]([C:24]1[CH:33]=[C:32]([C:34]([NH:36][NH2:37])=[O:35])[CH:31]=[CH:30][C:25]=1[C:26]([O:28][CH3:29])=[O:27])[C:21]([CH3:23])=[O:22].O.S(C1C=CC(C)=CC=1)(O)(=O)=O. The catalyst is C(O)(C)C. The product is [NH:20]([C:24]1[CH:33]=[C:32]([C:34]([NH:36][N:37]=[C:17]([C:14]2[C:15]([OH:16])=[C:11]([C:8]3[CH:9]=[CH:10][C:5]([C:1]([CH3:4])([CH3:3])[CH3:2])=[CH:6][CH:7]=3)[S:12][CH:13]=2)[CH3:19])=[O:35])[CH:31]=[CH:30][C:25]=1[C:26]([O:28][CH3:29])=[O:27])[C:21]([CH3:23])=[O:22]. The yield is 0.830. (5) The reactants are [CH2:1]([O:3][C:4](=[O:12])[C:5]1[CH:10]=[CH:9][C:8]([NH2:11])=[CH:7][CH:6]=1)[CH3:2].[Br:13][C:14]1[CH:15]=[C:16]([CH:19]=[CH:20][CH:21]=1)[CH:17]=O. The catalyst is C(O)C. The product is [CH2:1]([O:3][C:4](=[O:12])[C:5]1[CH:10]=[CH:9][C:8]([N:11]=[CH:17][C:16]2[CH:19]=[CH:20][CH:21]=[C:14]([Br:13])[CH:15]=2)=[CH:7][CH:6]=1)[CH3:2]. The yield is 0.600. (6) The reactants are [C:1]([O:5][C:6]([C:8]1[S:12][C:11]([C:13]([OH:15])=O)=[CH:10][CH:9]=1)=[O:7])([CH3:4])([CH3:3])[CH3:2].C(NC(C1SC(C(O)=O)=CC=1)=O)C.CN(C(ON1N=NC2C=CC=NC1=2)=[N+](C)C)C.F[P-](F)(F)(F)(F)F.CCN(C(C)C)C(C)C.FC(F)(F)C(O)=O.[NH2:69][CH2:70][CH2:71][CH:72]1[CH2:77][CH2:76][N:75]([C:78]2[C:79]3[S:86][C:85]([C:87]([NH2:89])=[O:88])=[CH:84][C:80]=3[N:81]=[CH:82][N:83]=2)[CH2:74][CH2:73]1. The catalyst is CN(C=O)C.O. The product is [C:87]([C:85]1[S:86][C:79]2[C:78]([N:75]3[CH2:74][CH2:73][CH:72]([CH2:71][CH2:70][NH:69][C:13]([C:11]4[S:12][C:8]([C:6]([O:5][C:1]([CH3:2])([CH3:3])[CH3:4])=[O:7])=[CH:9][CH:10]=4)=[O:15])[CH2:77][CH2:76]3)=[N:83][CH:82]=[N:81][C:80]=2[CH:84]=1)(=[O:88])[NH2:89]. The yield is 0.370.